This data is from Experimentally validated miRNA-target interactions with 360,000+ pairs, plus equal number of negative samples. The task is: Binary Classification. Given a miRNA mature sequence and a target amino acid sequence, predict their likelihood of interaction. The miRNA is rno-miR-122-5p with sequence UGGAGUGUGACAAUGGUGUUUG. The protein sequence of the target gene is MDQKILSLAAEKTADKLQEFLQTLREGDLTNLLQNQAVKGKVAGALLRAIFKGSPCSEEAGTLRRRKIYTCCIQLVESGDLQKEIASEIIGLLMLEAHHFPGPLLVELANEFISAVREGSLVNGKSLELLPIILTALATKKENLAYGKGVLSGEECKKQLINTLCSGRWDQQYVIQLTSMFKDVPLTAEEVEFVVEKALSMFSKMNLQEIPPLVYQLLVLSSKGSRKSVLEGIIAFFSALDKQHNEEQSGDELLDVVTVPSGELRHVEGTIILHIVFAIKLDYELGRELVKHLKVGQQGD.... Result: 0 (no interaction).